Dataset: Reaction yield outcomes from USPTO patents with 853,638 reactions. Task: Predict the reaction yield, written as a fraction of the theoretical maximum amount of product (1.0 means a 100% yield; for example, 0.34 means a 34% yield). The product is [C:60]([C:53]1[CH:54]=[CH:55][C:56]([O:34][CH2:35][C:36]2[CH:37]=[C:38]([S:42][C:43]3[CH:44]=[CH:45][C:46]([C:49]#[N:50])=[N:47][CH:48]=3)[CH:39]=[CH:40][CH:41]=2)=[C:57]([CH3:58])[C:52]=1[OH:51])(=[O:62])[CH3:61]. The yield is 0.730. The reactants are C1(P(C2C=CC=CC=2)C2C=CC=CC=2)C=CC=CC=1.CC(OC(/N=N/C(OC(C)C)=O)=O)C.[OH:34][CH2:35][C:36]1[CH:37]=[C:38]([S:42][C:43]2[CH:44]=[CH:45][C:46]([C:49]#[N:50])=[N:47][CH:48]=2)[CH:39]=[CH:40][CH:41]=1.[OH:51][C:52]1[C:57]([CH3:58])=[C:56](O)[CH:55]=[CH:54][C:53]=1[C:60](=[O:62])[CH3:61]. The catalyst is C1COCC1.C(OCC)(=O)C.